From a dataset of Peptide-MHC class I binding affinity with 185,985 pairs from IEDB/IMGT. Regression. Given a peptide amino acid sequence and an MHC pseudo amino acid sequence, predict their binding affinity value. This is MHC class I binding data. The peptide sequence is SNSGADVLY. The MHC is HLA-A26:01 with pseudo-sequence HLA-A26:01. The binding affinity (normalized) is 0.0836.